Dataset: Full USPTO retrosynthesis dataset with 1.9M reactions from patents (1976-2016). Task: Predict the reactants needed to synthesize the given product. (1) Given the product [CH2:1]([O:5][CH2:6][CH2:7][O:8][C:9]1[CH:10]=[CH:11][C:12]([C:15]2[CH:16]=[CH:17][C:18]3[N:24]([CH2:25][CH2:26][CH3:27])[CH2:23][CH2:22][C:21]([C:28]([NH:52][C:51]4[CH:53]=[CH:54][C:48]([S:47][C:42]5[CH:43]=[CH:44][CH:45]=[CH:46][N:41]=5)=[CH:49][CH:50]=4)=[O:29])=[CH:20][C:19]=3[CH:31]=2)=[CH:13][CH:14]=1)[CH2:2][CH2:3][CH3:4], predict the reactants needed to synthesize it. The reactants are: [CH2:1]([O:5][CH2:6][CH2:7][O:8][C:9]1[CH:14]=[CH:13][C:12]([C:15]2[CH:16]=[CH:17][C:18]3[N:24]([CH2:25][CH2:26][CH3:27])[CH2:23][CH2:22][C:21]([C:28](O)=[O:29])=[CH:20][C:19]=3[CH:31]=2)=[CH:11][CH:10]=1)[CH2:2][CH2:3][CH3:4].CN(C=O)C.S(Cl)(Cl)=O.[N:41]1[CH:46]=[CH:45][CH:44]=[CH:43][C:42]=1[S:47][C:48]1[CH:54]=[CH:53][C:51]([NH2:52])=[CH:50][CH:49]=1. (2) Given the product [F:22][C:5]1[CH:4]=[CH:3][C:2]([NH:1][C:25](=[O:26])[C:24]([CH3:28])=[CH2:23])=[CH:7][C:6]=1[C:8]1[C:9]2[C:16]([C:17]([O:19][CH2:20][CH3:21])=[O:18])=[CH:15][NH:14][C:10]=2[N:11]=[CH:12][N:13]=1, predict the reactants needed to synthesize it. The reactants are: [NH2:1][C:2]1[CH:3]=[CH:4][C:5]([F:22])=[C:6]([C:8]2[C:9]3[C:16]([C:17]([O:19][CH2:20][CH3:21])=[O:18])=[CH:15][NH:14][C:10]=3[N:11]=[CH:12][N:13]=2)[CH:7]=1.[CH3:23][C:24](=[CH2:28])[C:25](O)=[O:26].CCCP1(OP(CCC)(=O)OP(CCC)(=O)O1)=O. (3) Given the product [Br:7][C:8]1[C:14]([CH3:15])=[CH:13][C:11]([NH:12][C:1]2([C:21]#[N:22])[CH2:5][CH2:4][CH2:3][CH2:2]2)=[CH:10][C:9]=1[CH3:16], predict the reactants needed to synthesize it. The reactants are: [C:1]1(=O)[CH2:5][CH2:4][CH2:3][CH2:2]1.[Br:7][C:8]1[C:14]([CH3:15])=[CH:13][C:11]([NH2:12])=[CH:10][C:9]=1[CH3:16].C[Si]([C:21]#[N:22])(C)C.